From a dataset of Peptide-MHC class II binding affinity with 134,281 pairs from IEDB. Regression. Given a peptide amino acid sequence and an MHC pseudo amino acid sequence, predict their binding affinity value. This is MHC class II binding data. (1) The MHC is HLA-DQA10401-DQB10402 with pseudo-sequence HLA-DQA10401-DQB10402. The binding affinity (normalized) is 0.529. The peptide sequence is GKKYFAATQFEPLAA. (2) The peptide sequence is DPMVQIPRLVANNTR. The MHC is HLA-DPA10103-DPB10401 with pseudo-sequence HLA-DPA10103-DPB10401. The binding affinity (normalized) is 0.331. (3) The peptide sequence is KKEEKKESGDAASGA. The MHC is HLA-DPA10103-DPB10301 with pseudo-sequence HLA-DPA10103-DPB10301. The binding affinity (normalized) is 0.